The task is: Regression. Given a target protein amino acid sequence and a drug SMILES string, predict the binding affinity score between them. We predict pAffinity (pAffinity = -log10(affinity in M)). Dataset: bindingdb_patent.. This data is from Drug-target binding data from BindingDB patent sources. (1) The drug is CCNc1nc(-c2cccc(c2)C2(CN)Cc3ccccc3C2)c2cc[nH]c2n1. The target protein (Q06418) has sequence MALRRSMGRPGLPPLPLPPPPRLGLLLAALASLLLPESAAAGLKLMGAPVKLTVSQGQPVKLNCSVEGMEEPDIQWVKDGAVVQNLDQLYIPVSEQHWIGFLSLKSVERSDAGRYWCQVEDGGETEISQPVWLTVEGVPFFTVEPKDLAVPPNAPFQLSCEAVGPPEPVTIVWWRGTTKIGGPAPSPSVLNVTGVTQSTMFSCEAHNLKGLASSRTATVHLQALPAAPFNITVTKLSSSNASVAWMPGADGRALLQSCTVQVTQAPGGWEVLAVVVPVPPFTCLLRDLVPATNYSLRVRCANALGPSPYADWVPFQTKGLAPASAPQNLHAIRTDSGLILEWEEVIPEAPLEGPLGPYKLSWVQDNGTQDELTVEGTRANLTGWDPQKDLIVRVCVSNAVGCGPWSQPLVVSSHDRAGQQGPPHSRTSWVPVVLGVLTALVTAAALALILLRKRRKETRFGQAFDSVMARGEPAVHFRAARSFNRERPERIEATLDSLGI.... The pAffinity is 5.7. (2) The drug is CCNc1cc(ccc1C(N)=O)-c1cccc2c(nccc12)-n1cnc(c1)-c1cnn(C)c1. The target protein (P07900) has sequence MPEETQTQDQPMEEEEVETFAFQAEIAQLMSLIINTFYSNKEIFLRELISNSSDALDKIRYESLTDPSKLDSGKELHINLIPNKQDRTLTIVDTGIGMTKADLINNLGTIAKSGTKAFMEALQAGADISMIGQFGVGFYSAYLVAEKVTVITKHNDDEQYAWESSAGGSFTVRTDTGEPMGRGTKVILHLKEDQTEYLEERRIKEIVKKHSQFIGYPITLFVEKERDKEVSDDEAEEKEDKEEEKEKEEKESEDKPEIEDVGSDEEEEKKDGDKKKKKKIKEKYIDQEELNKTKPIWTRNPDDITNEEYGEFYKSLTNDWEDHLAVKHFSVEGQLEFRALLFVPRRAPFDLFENRKKKNNIKLYVRRVFIMDNCEELIPEYLNFIRGVVDSEDLPLNISREMLQQSKILKVIRKNLVKKCLELFTELAEDKENYKKFYEQFSKNIKLGIHEDSQNRKKLSELLRYYTSASGDEMVSLKDYCTRMKENQKHIYYITGETKD.... The pAffinity is 4.0. (3) The compound is CS(C)(=O)=Nc1cc(nc2c(nccc12)-c1ccnn1C1CCCCO1)N1CCOCC1. The target protein (Q13535) has sequence MGEHGLELASMIPALRELGSATPEEYNTVVQKPRQILCQFIDRILTDVNVVAVELVKKTDSQPTSVMLLDFIQHIMKSSPLMFVNVSGSHEAKGSCIEFSNWIITRLLRIAATPSCHLLHKKICEVICSLLFLFKSKSPAIFGVLTKELLQLFEDLVYLHRRNVMGHAVEWPVVMSRFLSQLDEHMGYLQSAPLQLMSMQNLEFIEVTLLMVLTRIIAIVFFRRQELLLWQIGCVLLEYGSPKIKSLAISFLTELFQLGGLPAQPASTFFSSFLELLKHLVEMDTDQLKLYEEPLSKLIKTLFPFEAEAYRNIEPVYLNMLLEKLCVMFEDGVLMRLKSDLLKAALCHLLQYFLKFVPAGYESALQVRKVYVRNICKALLDVLGIEVDAEYLLGPLYAALKMESMEIIEEIQCQTQQENLSSNSDGISPKRRRLSSSLNPSKRAPKQTEEIKHVDMNQKSILWSALKQKAESLQISLEYSGLKNPVIEMLEGIAVVLQLT.... The pAffinity is 6.6. (4) The compound is CC(C)n1nc(-c2ccc3oc(N)nc3c2)c2c(N)nc(C)nc12. The target protein (P48736) has sequence MELENYKQPVVLREDNCRRRRRMKPRSAAASLSSMELIPIEFVLPTSQRKCKSPETALLHVAGHGNVEQMKAQVWLRALETSVAADFYHRLGPHHFLLLYQKKGQWYEIYDKYQVVQTLDCLRYWKATHRSPGQIHLVQRHPPSEESQAFQRQLTALIGYDVTDVSNVHDDELEFTRRGLVTPRMAEVASRDPKLYAMHPWVTSKPLPEYLWKKIANNCIFIVIHRSTTSQTIKVSPDDTPGAILQSFFTKMAKKKSLMDIPESQSEQDFVLRVCGRDEYLVGETPIKNFQWVRHCLKNGEEIHVVLDTPPDPALDEVRKEEWPLVDDCTGVTGYHEQLTIHGKDHESVFTVSLWDCDRKFRVKIRGIDIPVLPRNTDLTVFVEANIQHGQQVLCQRRTSPKPFTEEVLWNVWLEFSIKIKDLPKGALLNLQIYCGKAPALSSKASAESPSSESKGKVQLLYYVNLLLIDHRFLLRRGEYVLHMWQISGKGEDQGSFNAD.... The pAffinity is 5.0. (5) The drug is CC(C)(C)OC(=O)N(CCCC1CC1(C(=O)OC(C)(C)C)c1cn(cn1)-c1ccc2ccccc2n1)C(=O)OC(C)(C)C. The target protein (Q96IY4) has sequence MKLCSLAVLVPIVLFCEQHVFAFQSGQVLAALPRTSRQVQVLQNLTTTYEIVLWQPVTADLIVKKKQVHFFVNASDVDNVKAHLNVSGIPCSVLLADVEDLIQQQISNDTVSPRASASYYEQYHSLNEIYSWIEFITERHPDMLTKIHIGSSFEKYPLYVLKVSGKEQAAKNAIWIDCGIHAREWISPAFCLWFIGHITQFYGIIGQYTNLLRLVDFYVMPVVNVDGYDYSWKKNRMWRKNRSFYANNHCIGTDLNRNFASKHWCEEGASSSSCSETYCGLYPESEPEVKAVASFLRRNINQIKAYISMHSYSQHIVFPYSYTRSKSKDHEELSLVASEAVRAIEKISKNTRYTHGHGSETLYLAPGGGDDWIYDLGIKYSFTIELRDTGTYGFLLPERYIKPTCREAFAAVSKIAWHVIRNV. The pAffinity is 7.2. (6) The compound is CN(C)CCCCC(=O)Nc1ccc(NC(=S)NC(=O)c2cc(F)c(F)c(F)c2)cc1. The target protein (Q8IXJ6) has sequence MAEPDPSHPLETQAGKVQEAQDSDSDSEGGAAGGEADMDFLRNLFSQTLSLGSQKERLLDELTLEGVARYMQSERCRRVICLVGAGISTSAGIPDFRSPSTGLYDNLEKYHLPYPEAIFEISYFKKHPEPFFALAKELYPGQFKPTICHYFMRLLKDKGLLLRCYTQNIDTLERIAGLEQEDLVEAHGTFYTSHCVSASCRHEYPLSWMKEKIFSEVTPKCEDCQSLVKPDIVFFGESLPARFFSCMQSDFLKVDLLLVMGTSLQVQPFASLISKAPLSTPRLLINKEKAGQSDPFLGMIMGLGGGMDFDSKKAYRDVAWLGECDQGCLALAELLGWKKELEDLVRREHASIDAQSGAGVPNPSTSASPKKSPPPAKDEARTTEREKPQ. The pAffinity is 4.3. (7) The drug is COC(=O)CCC(=O)N1CCC(CNC(=O)NC23CC4CC(CC(C4)C2)C3)CC1. The target protein (P07099) has sequence MWLEILLTSVLGFAIYWFISRDKEETLPLEDGWWGPGTRSAAREDDSIRPFKVETSDEEIHDLHQRIDKFRFTPPLEDSCFHYGFNSNYLKKVISYWRNEFDWKKQVEILNRYPHFKTKIEGLDIHFIHVKPPQLPAGHTPKPLLMVHGWPGSFYEFYKIIPLLTDPKNHGLSDEHVFEVICPSIPGYGFSEASSKKGFNSVATARIFYKLMLRLGFQEFYIQGGDWGSLICTNMAQLVPSHVKGLHLNMALVLSNFSTLTLLLGQRFGRFLGLTERDVELLYPVKEKVFYSLMRESGYMHIQCTKPDTVGSALNDSPVGLAAYILEKFSTWTNTEFRYLEDGGLERKFSLDDLLTNVMLYWTTGTIISSQRFYKENLGQGWMTQKHERMKVYVPTGFSAFPFELLHTPEKWVRFKYPKLISYSYMVRGGHFAAFEEPELLAQDIRKFLSVLERQ. The pAffinity is 8.2. (8) The small molecule is CN1CCN(Cc2ccc(cc2)C(=O)Nc2nc(cs2)-c2ccc(C)c(c2)C#Cc2ccc(F)cc2)CC1. The target protein (Q9UM73) has sequence MGAIGLLWLLPLLLSTAAVGSGMGTGQRAGSPAAGPPLQPREPLSYSRLQRKSLAVDFVVPSLFRVYARDLLLPPSSSELKAGRPEARGSLALDCAPLLRLLGPAPGVSWTAGSPAPAEARTLSRVLKGGSVRKLRRAKQLVLELGEEAILEGCVGPPGEAAVGLLQFNLSELFSWWIRQGEGRLRIRLMPEKKASEVGREGRLSAAIRASQPRLLFQIFGTGHSSLESPTNMPSPSPDYFTWNLTWIMKDSFPFLSHRSRYGLECSFDFPCELEYSPPLHDLRNQSWSWRRIPSEEASQMDLLDGPGAERSKEMPRGSFLLLNTSADSKHTILSPWMRSSSEHCTLAVSVHRHLQPSGRYIAQLLPHNEAAREILLMPTPGKHGWTVLQGRIGRPDNPFRVALEYISSGNRSLSAVDFFALKNCSEGTSPGSKMALQSSFTCWNGTVLQLGQACDFHQDCAQGEDESQMCRKLPVGFYCNFEDGFCGWTQGTLSPHTPQ.... The pAffinity is 4.0. (9) The compound is COc1cc(ccc1NCc1ccccc1)-c1nn(CCN2CCC(CC2)N(C)C)c2ncnc(N)c12. The target protein (Q13882) has sequence MVSRDQAHLGPKYVGLWDFKSRTDEELSFRAGDVFHVARKEEQWWWATLLDEAGGAVAQGYVPHNYLAERETVESEPWFFGCISRSEAVRRLQAEGNATGAFLIRVSEKPSADYVLSVRDTQAVRHYKIWRRAGGRLHLNEAVSFLSLPELVNYHRAQSLSHGLRLAAPCRKHEPEPLPHWDDWERPREEFTLCRKLGSGYFGEVFEGLWKDRVQVAIKVISRDNLLHQQMLQSEIQAMKKLRHKHILALYAVVSVGDPVYIITELMAKGSLLELLRDSDEKVLPVSELLDIAWQVAEGMCYLESQNYIHRDLAARNILVGENTLCKVGDFGLARLIKEDVYLSHDHNIPYKWTAPEALSRGHYSTKSDVWSFGILLHEMFSRGQVPYPGMSNHEAFLRVDAGYRMPCPLECPPSVHKLMLTCWCRDPEQRPCFKALRERLSSFTSYENPT. The pAffinity is 7.3. (10) The drug is Nc1ccccc1NC(=O)CCCCCNC(=O)c1cc2ccccc2o1. The target protein (Q13547) has sequence MAQTQGTRRKVCYYYDGDVGNYYYGQGHPMKPHRIRMTHNLLLNYGLYRKMEIYRPHKANAEEMTKYHSDDYIKFLRSIRPDNMSEYSKQMQRFNVGEDCPVFDGLFEFCQLSTGGSVASAVKLNKQQTDIAVNWAGGLHHAKKSEASGFCYVNDIVLAILELLKYHQRVLYIDIDIHHGDGVEEAFYTTDRVMTVSFHKYGEYFPGTGDLRDIGAGKGKYYAVNYPLRDGIDDESYEAIFKPVMSKVMEMFQPSAVVLQCGSDSLSGDRLGCFNLTIKGHAKCVEFVKSFNLPMLMLGGGGYTIRNVARCWTYETAVALDTEIPNELPYNDYFEYFGPDFKLHISPSNMTNQNTNEYLEKIKQRLFENLRMLPHAPGVQMQAIPEDAIPEESGDEDEDDPDKRISICSSDKRIACEEEFSDSEEEGEGGRKNSSNFKKAKRVKTEDEKEKDPEEKKEVTEEEKTKEEKPEAKGVKEEVKLA. The pAffinity is 6.4.